This data is from Reaction yield outcomes from USPTO patents with 853,638 reactions. The task is: Predict the reaction yield, written as a fraction of the theoretical maximum amount of product (1.0 means a 100% yield; for example, 0.34 means a 34% yield). (1) The product is [CH3:5][O:6][C:7]1[CH:8]=[C:9]2[C:14](=[CH:15][CH:16]=1)[CH:13]=[C:12]([C@H:17]([CH3:21])[C:18]([Cl:3])=[O:19])[CH:11]=[CH:10]2. The catalyst is C(Cl)(Cl)Cl. The reactants are S(Cl)([Cl:3])=O.[CH3:5][O:6][C:7]1[CH:8]=[C:9]2[C:14](=[CH:15][CH:16]=1)[CH:13]=[C:12]([C@H:17]([CH3:21])[C:18](O)=[O:19])[CH:11]=[CH:10]2.CN(C=O)C. The yield is 0.888. (2) The reactants are [CH2:1]([N:8]1[C:16]2[C:15](=[O:17])[N:14]([CH2:18][CH2:19][CH2:20][O:21][CH:22]3[CH2:27][CH2:26][CH2:25][CH2:24][O:23]3)[C:13](=[O:28])[N:12]([CH2:29][O:30][CH2:31][CH2:32][Si:33]([CH3:36])([CH3:35])[CH3:34])[C:11]=2[N:10]=[C:9]1Cl)[C:2]1[CH:7]=[CH:6][CH:5]=[CH:4][CH:3]=1.[F:38][C:39]([F:49])([F:48])[O:40][C:41]1[CH:42]=[C:43]([OH:47])[CH:44]=[CH:45][CH:46]=1.C(=O)([O-])[O-].[K+].[K+]. The catalyst is CN(C=O)C.C(OCC)(=O)C.O. The product is [CH2:1]([N:8]1[C:16]2[C:15](=[O:17])[N:14]([CH2:18][CH2:19][CH2:20][O:21][CH:22]3[CH2:27][CH2:26][CH2:25][CH2:24][O:23]3)[C:13](=[O:28])[N:12]([CH2:29][O:30][CH2:31][CH2:32][Si:33]([CH3:36])([CH3:35])[CH3:34])[C:11]=2[N:10]=[C:9]1[O:47][C:43]1[CH:44]=[CH:45][CH:46]=[C:41]([O:40][C:39]([F:38])([F:48])[F:49])[CH:42]=1)[C:2]1[CH:7]=[CH:6][CH:5]=[CH:4][CH:3]=1. The yield is 0.893.